Dataset: Reaction yield outcomes from USPTO patents with 853,638 reactions. Task: Predict the reaction yield, written as a fraction of the theoretical maximum amount of product (1.0 means a 100% yield; for example, 0.34 means a 34% yield). (1) The reactants are [F:1][C:2]1[CH:7]=[CH:6][C:5]([Mg]Cl)=[CH:4][CH:3]=1.[C:10]([NH:14][C:15](=[O:23])[C:16]1[CH:21]=[CH:20][C:19]([Cl:22])=[N:18][CH:17]=1)([CH3:13])([CH3:12])[CH3:11].CO.ClC1C(=O)C(C#N)=C(C#N)C(=O)C=1Cl. The catalyst is C1COCC1. The product is [C:10]([NH:14][C:15](=[O:23])[C:16]1[C:21]([C:5]2[CH:6]=[CH:7][C:2]([F:1])=[CH:3][CH:4]=2)=[CH:20][C:19]([Cl:22])=[N:18][CH:17]=1)([CH3:13])([CH3:11])[CH3:12]. The yield is 0.480. (2) The reactants are [C:1]([N:4]1[CH2:9][CH2:8][C@H:7]([NH:10][C:11](=[O:20])[O:12][CH2:13][C:14]2[CH:19]=[CH:18][CH:17]=[CH:16][CH:15]=2)[C@H:6]([O:21][CH3:22])[CH2:5]1)(=[O:3])[NH2:2].Cl[CH:24]([C:30]([CH3:32])=O)[C:25]([O:27][CH2:28][CH3:29])=[O:26].C(=O)(O)[O-].[Na+]. The catalyst is C(OCC)(=O)C. The product is [CH2:13]([O:12][C:11]([NH:10][C@H:7]1[CH2:8][CH2:9][N:4]([C:1]2[O:3][C:24]([C:25]([O:27][CH2:28][CH3:29])=[O:26])=[C:30]([CH3:32])[N:2]=2)[CH2:5][C@H:6]1[O:21][CH3:22])=[O:20])[C:14]1[CH:15]=[CH:16][CH:17]=[CH:18][CH:19]=1. The yield is 0.270. (3) The reactants are Cl[CH2:2][C:3](Cl)=[O:4].[N+:6]([C:9]1[CH:14]=[CH:13][C:12]([OH:15])=[C:11]([NH2:16])[CH:10]=1)([O-:8])=[O:7].C([O-])(O)=O.[Na+]. The catalyst is [Cl-].C([N+](C)(C)C)C1C=CC=CC=1.C(Cl)(Cl)Cl. The product is [N+:6]([C:9]1[CH:14]=[CH:13][C:12]2[O:15][CH2:2][C:3](=[O:4])[NH:16][C:11]=2[CH:10]=1)([O-:8])=[O:7]. The yield is 0.410. (4) The reactants are [CH:1]([O:4][C:5](=[O:29])[NH:6][C@@H:7]1[CH2:28][C:10]2[N:11]([CH2:20][C:21]3[C:22]([NH2:27])=[N:23][CH:24]=[CH:25][CH:26]=3)[C:12]3[CH:13]=[CH:14][C:15]([C:18]#[N:19])=[CH:16][C:17]=3[C:9]=2[CH2:8]1)([CH3:3])[CH3:2].O.[C:31]([OH:35])(=[O:34])[CH:32]=O. The catalyst is CCO. The product is [C:18]([C:15]1[CH:14]=[CH:13][C:12]2[N:11]([CH2:20][C:21]3[C:22]([NH:27][CH2:32][C:31]([OH:35])=[O:34])=[N:23][CH:24]=[CH:25][CH:26]=3)[C:10]3[CH2:28][C@@H:7]([NH:6][C:5]([O:4][CH:1]([CH3:3])[CH3:2])=[O:29])[CH2:8][C:9]=3[C:17]=2[CH:16]=1)#[N:19]. The yield is 0.650.